Dataset: Forward reaction prediction with 1.9M reactions from USPTO patents (1976-2016). Task: Predict the product of the given reaction. (1) The product is: [F:9][C:8]([F:11])([F:10])[C:5]1[CH:6]=[CH:7][C:2]([N:12]2[CH2:18][CH2:17][CH2:16][NH:15][CH2:14][CH2:13]2)=[N:3][CH:4]=1. Given the reactants Cl[C:2]1[CH:7]=[CH:6][C:5]([C:8]([F:11])([F:10])[F:9])=[CH:4][N:3]=1.[NH:12]1[CH2:18][CH2:17][CH2:16][NH:15][CH2:14][CH2:13]1, predict the reaction product. (2) Given the reactants CS(O[CH2:6][C@@H:7]1[O:12][C:11]2[CH:13]=[CH:14][C:15]([NH:17][C:18](=[O:27])[C:19]3[C:24]([F:25])=[CH:23][CH:22]=[CH:21][C:20]=3[Cl:26])=[CH:16][C:10]=2[N:9]([S:28]([C:31]2[CH:36]=[CH:35][C:34]([F:37])=[CH:33][CH:32]=2)(=[O:30])=[O:29])[CH2:8]1)(=O)=O.[C-:38]#[N:39].[K+], predict the reaction product. The product is: [Cl:26][C:20]1[CH:21]=[CH:22][CH:23]=[C:24]([F:25])[C:19]=1[C:18]([NH:17][C:15]1[CH:14]=[CH:13][C:11]2[O:12][C@@H:7]([CH2:6][C:38]#[N:39])[CH2:8][N:9]([S:28]([C:31]3[CH:32]=[CH:33][C:34]([F:37])=[CH:35][CH:36]=3)(=[O:29])=[O:30])[C:10]=2[CH:16]=1)=[O:27]. (3) Given the reactants [Cl:1][C:2]1[C:7]([Cl:8])=[CH:6][CH:5]=[CH:4][C:3]=1[OH:9].[Br:10][CH2:11][CH2:12]O, predict the reaction product. The product is: [Br:10][CH2:11][CH2:12][O:9][C:3]1[CH:4]=[CH:5][CH:6]=[C:7]([Cl:8])[C:2]=1[Cl:1]. (4) Given the reactants Cl.Cl[CH2:3][CH2:4][N:5]1[CH2:10][CH2:9][O:8][CH2:7][CH2:6]1.C(=O)([O-])[O-].[Cs+].[Cs+].[F:17][C:18]1[C:23]([F:24])=[CH:22][CH:21]=[CH:20][C:19]=1[OH:25], predict the reaction product. The product is: [F:17][C:18]1[C:23]([F:24])=[CH:22][CH:21]=[CH:20][C:19]=1[O:25][CH2:3][CH2:4][N:5]1[CH2:10][CH2:9][O:8][CH2:7][CH2:6]1.